From a dataset of Catalyst prediction with 721,799 reactions and 888 catalyst types from USPTO. Predict which catalyst facilitates the given reaction. Reactant: [F:1][C:2]1[CH:3]=[C:4]([CH:7]=[C:8]([I:10])[CH:9]=1)[CH:5]=O.[C:11]([O:17][CH3:18])(=[O:16])[CH2:12]C([O-])=O.N1CCCC1. Product: [CH3:18][O:17][C:11](=[O:16])[CH:12]=[CH:5][C:4]1[CH:7]=[C:8]([I:10])[CH:9]=[C:2]([F:1])[CH:3]=1. The catalyst class is: 17.